Predict the product of the given reaction. From a dataset of Forward reaction prediction with 1.9M reactions from USPTO patents (1976-2016). (1) The product is: [CH2:5]([N:12]([CH2:21][C:22]1[CH:23]=[CH:24][CH:25]=[CH:26][CH:27]=1)[C@H:13]([CH:15]([OH:20])[CH:16]=[C:17]([CH3:18])[CH3:19])[CH3:14])[C:6]1[CH:11]=[CH:10][CH:9]=[CH:8][CH:7]=1. Given the reactants CO.[BH4-].[Na+].[CH2:5]([N:12]([CH2:21][C:22]1[CH:27]=[CH:26][CH:25]=[CH:24][CH:23]=1)[C@H:13]([C:15](=[O:20])[CH:16]=[C:17]([CH3:19])[CH3:18])[CH3:14])[C:6]1[CH:11]=[CH:10][CH:9]=[CH:8][CH:7]=1.[Cl-].[Ce+3].[Cl-].[Cl-], predict the reaction product. (2) Given the reactants [C:1]([C:3]1[CH:4]=[C:5]([S:32]([N:35](CC2C=CC(OC)=CC=2OC)[C:36]2[S:40][N:39]=[CH:38][N:37]=2)(=[O:34])=[O:33])[CH:6]=[CH:7][C:8]=1[O:9][C:10]1[CH:15]=[CH:14][C:13]([C:16]2[CH:21]=[CH:20][CH:19]=[CH:18][C:17]=2[C:22]([F:25])([F:24])[F:23])=[CH:12][C:11]=1[C:26]1[CH:31]=[CH:30][N:29]=[N:28][CH:27]=1)#[N:2], predict the reaction product. The product is: [C:1]([C:3]1[CH:4]=[C:5]([S:32]([NH:35][C:36]2[S:40][N:39]=[CH:38][N:37]=2)(=[O:33])=[O:34])[CH:6]=[CH:7][C:8]=1[O:9][C:10]1[CH:15]=[CH:14][C:13]([C:16]2[CH:21]=[CH:20][CH:19]=[CH:18][C:17]=2[C:22]([F:25])([F:23])[F:24])=[CH:12][C:11]=1[C:26]1[CH:31]=[CH:30][N:29]=[N:28][CH:27]=1)#[N:2].